From a dataset of NCI-60 drug combinations with 297,098 pairs across 59 cell lines. Regression. Given two drug SMILES strings and cell line genomic features, predict the synergy score measuring deviation from expected non-interaction effect. (1) Cell line: HT29. Drug 1: CCCS(=O)(=O)NC1=C(C(=C(C=C1)F)C(=O)C2=CNC3=C2C=C(C=N3)C4=CC=C(C=C4)Cl)F. Synergy scores: CSS=40.8, Synergy_ZIP=4.97, Synergy_Bliss=5.73, Synergy_Loewe=4.50, Synergy_HSA=4.58. Drug 2: B(C(CC(C)C)NC(=O)C(CC1=CC=CC=C1)NC(=O)C2=NC=CN=C2)(O)O. (2) Drug 1: CCCS(=O)(=O)NC1=C(C(=C(C=C1)F)C(=O)C2=CNC3=C2C=C(C=N3)C4=CC=C(C=C4)Cl)F. Drug 2: CC1C(C(CC(O1)OC2CC(OC(C2O)C)OC3=CC4=CC5=C(C(=O)C(C(C5)C(C(=O)C(C(C)O)O)OC)OC6CC(C(C(O6)C)O)OC7CC(C(C(O7)C)O)OC8CC(C(C(O8)C)O)(C)O)C(=C4C(=C3C)O)O)O)O. Synergy scores: CSS=-1.68, Synergy_ZIP=6.41, Synergy_Bliss=-0.655, Synergy_Loewe=-1.33, Synergy_HSA=-2.28. Cell line: NCI/ADR-RES.